The task is: Regression. Given two drug SMILES strings and cell line genomic features, predict the synergy score measuring deviation from expected non-interaction effect.. This data is from NCI-60 drug combinations with 297,098 pairs across 59 cell lines. Drug 1: C1C(C(OC1N2C=C(C(=O)NC2=O)F)CO)O. Drug 2: C(=O)(N)NO. Cell line: DU-145. Synergy scores: CSS=18.1, Synergy_ZIP=-3.99, Synergy_Bliss=0.537, Synergy_Loewe=-80.3, Synergy_HSA=-2.07.